Predict the reactants needed to synthesize the given product. From a dataset of Full USPTO retrosynthesis dataset with 1.9M reactions from patents (1976-2016). (1) Given the product [CH3:1][O:2][C:3]([C:5]1[CH:13]=[C:12]2[C:8]([C:9]([CH:29]3[CH2:34][CH2:33][CH2:32][CH2:31][CH2:30]3)=[C:10]([C:20]3[CH:21]=[CH:22][CH:23]=[C:24]4[C:28]=3[NH:27][CH:26]=[CH:25]4)[N:11]2[CH2:14][CH2:15][OH:16])=[CH:7][CH:6]=1)=[O:4], predict the reactants needed to synthesize it. The reactants are: [CH3:1][O:2][C:3]([C:5]1[CH:13]=[C:12]2[C:8]([C:9]([CH:29]3[CH2:34][CH2:33][CH2:32][CH2:31][CH2:30]3)=[C:10]([C:20]3[CH:21]=[CH:22][CH:23]=[C:24]4[C:28]=3[NH:27][CH:26]=[CH:25]4)[N:11]2[CH2:14][CH2:15][O:16]COC)=[CH:7][CH:6]=1)=[O:4].Cl. (2) Given the product [I:18][C:2]1[CH:10]=[CH:9][CH:8]=[C:7]2[C:3]=1[C:4]([C:11]1[CH:16]=[CH:15][C:14]([F:17])=[CH:13][CH:12]=1)=[N:5][NH:6]2, predict the reactants needed to synthesize it. The reactants are: Br[C:2]1[CH:10]=[CH:9][CH:8]=[C:7]2[C:3]=1[C:4]([C:11]1[CH:16]=[CH:15][C:14]([F:17])=[CH:13][CH:12]=1)=[N:5][NH:6]2.[I-:18].[Na+].CNC1CCCCC1NC. (3) Given the product [CH2:15]([O:14][C:4]1[C:5]2[C:6]3[C:11](=[CH:10][CH:9]=[CH:8][CH:7]=3)[NH:12][C:13]=2[CH:1]=[CH:2][CH:3]=1)[C:16]1[CH:21]=[CH:20][CH:19]=[CH:18][CH:17]=1, predict the reactants needed to synthesize it. The reactants are: [CH:1]1[C:13]2[NH:12][C:11]3[C:6](=[CH:7][CH:8]=[CH:9][CH:10]=3)[C:5]=2[C:4]([OH:14])=[CH:3][CH:2]=1.[CH2:15](Br)[C:16]1[CH:21]=[CH:20][CH:19]=[CH:18][CH:17]=1.C(=O)([O-])[O-].[K+].[K+]. (4) Given the product [F:1][C:2]1[CH:7]=[C:6]([NH:8][CH2:9][C:10]2[CH:11]=[C:12]([C:16]3[C:21]([CH3:22])=[CH:20][C:19]([O:23][CH2:24][C:25]4([OH:33])[CH2:26][CH2:27][S:28](=[O:32])(=[O:31])[CH2:29][CH2:30]4)=[CH:18][C:17]=3[CH3:34])[CH:13]=[CH:14][CH:15]=2)[CH:5]=[CH:4][C:3]=1[CH2:35][CH2:36][C:37]([OH:39])=[O:38], predict the reactants needed to synthesize it. The reactants are: [F:1][C:2]1[CH:7]=[C:6]([NH:8][CH2:9][C:10]2[CH:11]=[C:12]([C:16]3[C:21]([CH3:22])=[CH:20][C:19]([O:23][CH2:24][C:25]4([OH:33])[CH2:30][CH2:29][S:28](=[O:32])(=[O:31])[CH2:27][CH2:26]4)=[CH:18][C:17]=3[CH3:34])[CH:13]=[CH:14][CH:15]=2)[CH:5]=[CH:4][C:3]=1[CH2:35][CH2:36][C:37]([O:39]CC)=[O:38].CO.[OH-].[Na+].Cl. (5) Given the product [F:1][C:2]1[CH:3]=[C:4]2[C:9](=[CH:10][CH:11]=1)[CH:8]=[C:7]([CH2:12][OH:13])[CH:6]=[CH:5]2, predict the reactants needed to synthesize it. The reactants are: [F:1][C:2]1[CH:3]=[C:4]2[C:9](=[CH:10][CH:11]=1)[CH:8]=[C:7]([C:12](O)=[O:13])[CH:6]=[CH:5]2.B.C1COCC1. (6) The reactants are: O[C:2]1([CH3:24])[CH2:6][N:5]([C:7]([O:9][C:10]([CH3:13])([CH3:12])[CH3:11])=[O:8])[C@H:4]([C:14]([O:16][CH2:17][C:18]2[CH:23]=[CH:22][CH:21]=[CH:20][CH:19]=2)=[O:15])[CH2:3]1.CCN(S(F)(F)[F:31])CC. Given the product [F:31][C@@:2]1([CH3:24])[CH2:6][N:5]([C:7]([O:9][C:10]([CH3:13])([CH3:12])[CH3:11])=[O:8])[C@H:4]([C:14]([O:16][CH2:17][C:18]2[CH:23]=[CH:22][CH:21]=[CH:20][CH:19]=2)=[O:15])[CH2:3]1, predict the reactants needed to synthesize it. (7) The reactants are: [C:1]1([C:11]2[CH:16]=[CH:15][CH:14]=[CH:13][CH:12]=2)[CH:6]=[CH:5][C:4]([S:7](O)(=[O:9])=[O:8])=[CH:3][CH:2]=1.P(Cl)(Cl)(Cl)(Cl)[Cl:18]. Given the product [C:1]1([C:11]2[CH:16]=[CH:15][CH:14]=[CH:13][CH:12]=2)[CH:6]=[CH:5][C:4]([S:7]([Cl:18])(=[O:9])=[O:8])=[CH:3][CH:2]=1, predict the reactants needed to synthesize it. (8) Given the product [CH3:40][C:38]1[S:39][C:35]([CH2:34][N:27]2[CH2:28][CH2:29][CH:24]([N:11]3[CH:10]=[N:9][C:8]4[C:12]3=[N:13][C:14]([C:16]3[CH:17]=[C:18]([CH2:22][OH:23])[CH:19]=[CH:20][CH:21]=3)=[N:15][C:7]=4[N:1]3[CH2:6][CH2:5][O:4][CH2:3][CH2:2]3)[CH2:25][CH2:26]2)=[CH:36][CH:37]=1, predict the reactants needed to synthesize it. The reactants are: [N:1]1([C:7]2[N:15]=[C:14]([C:16]3[CH:17]=[C:18]([CH2:22][OH:23])[CH:19]=[CH:20][CH:21]=3)[N:13]=[C:12]3[C:8]=2[N:9]=[CH:10][N:11]3[CH:24]2[CH2:29][CH2:28][NH:27][CH2:26][CH2:25]2)[CH2:6][CH2:5][O:4][CH2:3][CH2:2]1.[BH3-]C#N.[Na+].[CH3:34][C:35]1[S:39][C:38]([CH:40]=O)=[CH:37][CH:36]=1. (9) Given the product [CH2:1]([C:3]1[N:13]([CH2:14][C:15]2[CH:20]=[CH:19][C:18](/[CH:21]=[CH:22]/[CH2:23][N:33]3[CH2:34][CH2:35][CH:30]([N:25]4[CH2:29][CH2:28][CH2:27][CH2:26]4)[CH2:31][CH2:32]3)=[CH:17][CH:16]=2)[C:6]2=[N:7][C:8]([CH3:12])=[CH:9][C:10]([CH3:11])=[C:5]2[N:4]=1)[CH3:2], predict the reactants needed to synthesize it. The reactants are: [CH2:1]([C:3]1[N:13]([CH2:14][C:15]2[CH:20]=[CH:19][C:18](/[CH:21]=[CH:22]/[CH2:23]O)=[CH:17][CH:16]=2)[C:6]2=[N:7][C:8]([CH3:12])=[CH:9][C:10]([CH3:11])=[C:5]2[N:4]=1)[CH3:2].[N:25]1([CH:30]2[CH2:35][CH2:34][NH:33][CH2:32][CH2:31]2)[CH2:29][CH2:28][CH2:27][CH2:26]1.